Dataset: Forward reaction prediction with 1.9M reactions from USPTO patents (1976-2016). Task: Predict the product of the given reaction. The product is: [CH3:23][O:22][C:19]1[CH:20]=[CH:21][C:16]([CH:15]=[CH:7][C:2]2[CH:3]=[CH:4][CH:5]=[CH:6][N+:1]=2[O-:8])=[CH:17][CH:18]=1. Given the reactants [N+:1]1([O-:8])[C:2]([CH3:7])=[CH:3][CH:4]=[CH:5][CH:6]=1.C([O-])(C)(C)C.[K+].[CH:15](=O)[C:16]1[CH:21]=[CH:20][C:19]([O:22][CH3:23])=[CH:18][CH:17]=1, predict the reaction product.